This data is from Forward reaction prediction with 1.9M reactions from USPTO patents (1976-2016). The task is: Predict the product of the given reaction. (1) Given the reactants [F:1][C:2]1([CH2:12][CH2:13][CH:14]2[C:22]3[C:17](=[CH:18][CH:19]=[CH:20][CH:21]=3)[C:16]3=[CH:23][N:24]=[CH:25][N:15]23)[CH2:7][CH2:6][CH:5]([S:8](Cl)(=[O:10])=[O:9])[CH2:4][CH2:3]1.N.CC#[N:29].CCO, predict the reaction product. The product is: [F:1][C:2]1([CH2:12][CH2:13][CH:14]2[C:22]3[C:17](=[CH:18][CH:19]=[CH:20][CH:21]=3)[C:16]3=[CH:23][N:24]=[CH:25][N:15]23)[CH2:7][CH2:6][CH:5]([S:8]([NH2:29])(=[O:10])=[O:9])[CH2:4][CH2:3]1. (2) Given the reactants FC(F)(F)C([O-])=O.[NH2:8][C:9]1[CH:17]=[CH:16][C:12]2[N:13]=[CH:14][NH:15][C:11]=2[CH:10]=1.[F:18][C:19]1[CH:26]=[CH:25][CH:24]=[C:23]([F:27])[C:20]=1[CH:21]=O.[Si](C#N)(C)(C)C.[N:34]1([C:39](N2C=CN=C2)=[O:40])C=CN=[CH:35]1, predict the reaction product. The product is: [NH:13]1[C:12]2[CH:16]=[CH:17][C:9]([N:8]3[CH:21]([C:20]4[C:19]([F:18])=[CH:26][CH:25]=[CH:24][C:23]=4[F:27])[CH2:35][NH:34][C:39]3=[O:40])=[CH:10][C:11]=2[N:15]=[CH:14]1. (3) The product is: [CH3:10][C:3]([C:4]1[CH:7]=[CH:8][CH:24]=[C:23]([O:22][CH3:21])[C:5]=1[O:18][CH3:17])=[O:2]. Given the reactants C[O:2][C:3]1[C:10](OC)=C[CH:8]=[CH:7][C:4]=1[C:5]#N.C[Mg]Br.C[C:17](O)=[O:18].C[CH2:21][O:22][CH2:23][CH3:24], predict the reaction product. (4) The product is: [CH3:19][O:18][C:15]1[CH:16]=[CH:17][C:12]([CH2:11][N:8]2[CH:6]=[C:5]([CH2:4][CH2:3][CH2:2][CH2:1][OH:7])[N:10]=[N:9]2)=[CH:13][CH:14]=1. Given the reactants [CH2:1]([OH:7])[CH2:2][CH2:3][CH2:4][C:5]#[CH:6].[N:8]([CH2:11][C:12]1[CH:17]=[CH:16][C:15]([O:18][CH3:19])=[CH:14][CH:13]=1)=[N+:9]=[N-:10].O=C1O[C@H]([C@H](CO)O)C([O-])=C1O.[Na+], predict the reaction product. (5) Given the reactants [Br:1][C:2]1[S:3][C:4]([C:7](OC)([O:10]C)[CH2:8][F:9])=[CH:5][CH:6]=1.Cl.CCCCCC, predict the reaction product. The product is: [Br:1][C:2]1[S:3][C:4]([C:7](=[O:10])[CH2:8][F:9])=[CH:5][CH:6]=1.